From a dataset of Forward reaction prediction with 1.9M reactions from USPTO patents (1976-2016). Predict the product of the given reaction. (1) Given the reactants [OH:1][C:2]1[CH:16]=[CH:15][C:5]([C:6]([C:8]2[CH:13]=[CH:12][C:11]([OH:14])=[CH:10][CH:9]=2)=[O:7])=[CH:4][CH:3]=1.C(OC)(OC)OC.[CH2:24](O)[CH2:25][OH:26], predict the reaction product. The product is: [OH:1][C:2]1[CH:16]=[CH:15][C:5]([C:6]2([C:8]3[CH:13]=[CH:12][C:11]([OH:14])=[CH:10][CH:9]=3)[O:26][CH2:25][CH2:24][O:7]2)=[CH:4][CH:3]=1. (2) Given the reactants Cl[C:2]1[CH:7]=[CH:6][C:5]([C:8]([NH:10][C:11]2[S:12][C:13]([C:21]([CH:23]3[CH2:28][CH2:27][O:26][CH2:25][CH2:24]3)=[O:22])=[C:14]([C:16]3[O:17][CH:18]=[CH:19][CH:20]=3)[N:15]=2)=[O:9])=[CH:4][N:3]=1.[NH:29]1[CH2:34][CH2:33][O:32][CH2:31][CH2:30]1, predict the reaction product. The product is: [O:17]1[CH:18]=[CH:19][CH:20]=[C:16]1[C:14]1[N:15]=[C:11]([NH:10][C:8]([C:5]2[CH:6]=[CH:7][C:2]([N:29]3[CH2:34][CH2:33][O:32][CH2:31][CH2:30]3)=[N:3][CH:4]=2)=[O:9])[S:12][C:13]=1[C:21]([CH:23]1[CH2:28][CH2:27][O:26][CH2:25][CH2:24]1)=[O:22]. (3) Given the reactants [NH2:1][C:2]1[CH:7]=[CH:6][C:5]([C:8]2[CH:9]=[C:10]3[C:14](=[CH:15][CH:16]=2)[C:13](=[O:17])[N:12]([C@@H:18]([CH:23]([CH3:25])[CH3:24])[C:19]([O:21][CH3:22])=[O:20])[CH2:11]3)=[CH:4][CH:3]=1.[CH2:26]([C:31]1[CH:39]=[CH:38][C:34]([C:35](Br)=[O:36])=[CH:33][CH:32]=1)[CH2:27][CH2:28][CH2:29][CH3:30], predict the reaction product. The product is: [CH3:24][CH:23]([CH3:25])[C@H:18]([N:12]1[CH2:11][C:10]2[C:14](=[CH:15][CH:16]=[C:8]([C:5]3[CH:6]=[CH:7][C:2]([NH:1][C:35](=[O:36])[C:34]4[CH:38]=[CH:39][C:31]([CH2:26][CH2:27][CH2:28][CH2:29][CH3:30])=[CH:32][CH:33]=4)=[CH:3][CH:4]=3)[CH:9]=2)[C:13]1=[O:17])[C:19]([O:21][CH3:22])=[O:20]. (4) Given the reactants [CH3:1][C:2]1[CH:7]=[C:6]([C:8]2[C:16]3[C:11](=[CH:12][C:13]([NH:27]C(=O)C)=[C:14]([CH2:17][NH:18][C@@H:19]([C:21]4[CH:26]=[CH:25][CH:24]=[CH:23][CH:22]=4)[CH3:20])[CH:15]=3)[N:10](C(C3C=CC=CC=3)(C3C=CC=CC=3)C3C=CC=CC=3)[N:9]=2)[CH:5]=[CH:4][N:3]=1.C([O-])([O-])=O.[K+].[K+], predict the reaction product. The product is: [CH3:1][C:2]1[CH:7]=[C:6]([C:8]2[C:16]3[C:11](=[CH:12][C:13]([NH2:27])=[C:14]([CH2:17][NH:18][C@@H:19]([C:21]4[CH:26]=[CH:25][CH:24]=[CH:23][CH:22]=4)[CH3:20])[CH:15]=3)[NH:10][N:9]=2)[CH:5]=[CH:4][N:3]=1. (5) Given the reactants [CH2:1]([N:8]1[CH2:13][CH2:12][N:11]([CH2:14][CH2:15][NH2:16])[CH2:10][CH2:9]1)[C:2]1[CH:7]=[CH:6][CH:5]=[CH:4][CH:3]=1.C(Cl)CCl.[CH3:21][O:22][C:23]1[CH:31]=[C:30]([N+:32]([O-:34])=[O:33])[CH:29]=[CH:28][C:24]=1[C:25](O)=[O:26].C1C=CC2N(O)N=NC=2C=1, predict the reaction product. The product is: [N+:32]([C:30]1[CH:29]=[CH:28][C:24]([C:25]([NH:16][CH2:15][CH2:14][N:11]2[CH2:10][CH2:9][N:8]([CH2:1][C:2]3[CH:3]=[CH:4][CH:5]=[CH:6][CH:7]=3)[CH2:13][CH2:12]2)=[O:26])=[C:23]([O:22][CH3:21])[CH:31]=1)([O-:34])=[O:33].